This data is from Reaction yield outcomes from USPTO patents with 853,638 reactions. The task is: Predict the reaction yield, written as a fraction of the theoretical maximum amount of product (1.0 means a 100% yield; for example, 0.34 means a 34% yield). (1) No catalyst specified. The reactants are [C:1]1([C:7]2[CH:11]=[C:10]([NH2:12])[NH:9][N:8]=2)[CH:6]=[CH:5][CH:4]=[CH:3][CH:2]=1.[Br:13][CH:14]([CH:17]=O)[CH:15]=O. The product is [Br:13][C:14]1[CH:15]=[C:11]2[C:7]([C:1]3[CH:2]=[CH:3][CH:4]=[CH:5][CH:6]=3)=[N:8][NH:9][C:10]2=[N:12][CH:17]=1. The yield is 0.130. (2) The reactants are [NH2:1][C:2]1[N:9]=[C:8]([CH3:10])[CH:7]=[C:6]([CH3:11])[C:3]=1[C:4]#[N:5].Cl[CH2:13][CH:14]=O. The catalyst is O. The product is [CH3:10][C:8]1[N:9]2[CH:13]=[CH:14][N:1]=[C:2]2[C:3]([C:4]#[N:5])=[C:6]([CH3:11])[CH:7]=1. The yield is 0.750. (3) The product is [CH2:24]([C:13]1([CH2:1][CH2:2][CH2:3][CH2:4][CH2:5][CH2:6][CH2:7][CH2:8][CH2:9][CH2:10][CH2:11][CH3:12])[C:14]2[CH:18]=[C:17]([Sn:42]([CH3:44])([CH3:43])[CH3:41])[S:16][C:15]=2[C:19]2[S:20][C:21]([Sn:42]([CH3:44])([CH3:43])[CH3:41])=[CH:22][C:23]1=2)[CH2:25][CH2:26][CH2:27][CH2:28][CH2:29][CH2:30][CH2:31][CH2:32][CH2:33][CH2:34][CH3:35]. The catalyst is C1COCC1.CCCCC. The reactants are [CH2:1]([C:13]1([CH2:24][CH2:25][CH2:26][CH2:27][CH2:28][CH2:29][CH2:30][CH2:31][CH2:32][CH2:33][CH2:34][CH3:35])[C:23]2[CH:22]=[CH:21][S:20][C:19]=2[C:15]2[S:16][CH:17]=[CH:18][C:14]1=2)[CH2:2][CH2:3][CH2:4][CH2:5][CH2:6][CH2:7][CH2:8][CH2:9][CH2:10][CH2:11][CH3:12].C([Li])(C)(C)C.[CH3:41][Sn:42](Cl)([CH3:44])[CH3:43].O. The yield is 0.950.